This data is from Peptide-MHC class I binding affinity with 185,985 pairs from IEDB/IMGT. The task is: Regression. Given a peptide amino acid sequence and an MHC pseudo amino acid sequence, predict their binding affinity value. This is MHC class I binding data. (1) The peptide sequence is LPVEYLQVP. The MHC is HLA-B37:01 with pseudo-sequence HLA-B37:01. The binding affinity (normalized) is 0. (2) The peptide sequence is ELSPRWYFYY. The MHC is HLA-A23:01 with pseudo-sequence HLA-A23:01. The binding affinity (normalized) is 0.160. (3) The peptide sequence is RCNDTNYSGF. The MHC is Mamu-B08 with pseudo-sequence Mamu-B08. The binding affinity (normalized) is 0. (4) The peptide sequence is STMRRMALR. The MHC is HLA-B83:01 with pseudo-sequence HLA-B83:01. The binding affinity (normalized) is 0.213. (5) The peptide sequence is APDGFYPFK. The MHC is HLA-B18:01 with pseudo-sequence HLA-B18:01. The binding affinity (normalized) is 0.0847. (6) The peptide sequence is RGRGVAIHR. The MHC is HLA-B48:01 with pseudo-sequence HLA-B48:01. The binding affinity (normalized) is 0.0847. (7) The peptide sequence is MSTTDLEAY. The MHC is Mamu-A02 with pseudo-sequence Mamu-A02. The binding affinity (normalized) is 0.347.